From a dataset of Forward reaction prediction with 1.9M reactions from USPTO patents (1976-2016). Predict the product of the given reaction. (1) Given the reactants [CH2:1]([O:8][C:9]([NH:11][C@@H:12]([CH3:25])[CH:13]([C:15]1([C:18]([O:20][C:21]([CH3:24])([CH3:23])[CH3:22])=[O:19])[CH2:17][CH2:16]1)[OH:14])=[O:10])[C:2]1[CH:7]=[CH:6][CH:5]=[CH:4][CH:3]=1.FC(F)(F)S(O[Si:32]([C:35]([CH3:38])([CH3:37])[CH3:36])([CH3:34])[CH3:33])(=O)=O.CC1C=CC=C(C)N=1.O, predict the reaction product. The product is: [CH2:1]([O:8][C:9]([NH:11][C@@H:12]([CH3:25])[CH:13]([C:15]1([C:18]([O:20][C:21]([CH3:24])([CH3:23])[CH3:22])=[O:19])[CH2:17][CH2:16]1)[O:14][Si:32]([C:35]([CH3:38])([CH3:37])[CH3:36])([CH3:34])[CH3:33])=[O:10])[C:2]1[CH:3]=[CH:4][CH:5]=[CH:6][CH:7]=1. (2) Given the reactants C([O:3][C:4](=[O:19])[CH:5]([CH2:11][C:12]1[CH:17]=[CH:16][CH:15]=[CH:14][C:13]=1[Br:18])C(OCC)=O)C.[OH-].[K+], predict the reaction product. The product is: [Br:18][C:13]1[CH:14]=[CH:15][CH:16]=[CH:17][C:12]=1[CH2:11][CH2:5][C:4]([OH:19])=[O:3]. (3) Given the reactants [CH2:1]([C@H:8]([NH:39][C:40](=[O:46])[O:41][C:42]([CH3:45])([CH3:44])[CH3:43])[C@@H:9]([O:31][Si:32]([C:35]([CH3:38])([CH3:37])[CH3:36])([CH3:34])[CH3:33])[CH2:10][C@@H:11]([NH:20][C:21]([O:23][CH2:24][C:25]1[CH:30]=[CH:29][CH:28]=[CH:27][CH:26]=1)=[O:22])[CH2:12][C:13]1[CH:18]=[CH:17][C:16](Br)=[CH:15][CH:14]=1)[C:2]1[CH:7]=[CH:6][CH:5]=[CH:4][CH:3]=1.[Cl-].[Li+].C([Sn](CCCC)(CCCC)[C:54]1[CH:55]=[N:56][CH:57]=[CH:58][CH:59]=1)CCC, predict the reaction product. The product is: [CH2:1]([C@H:8]([NH:39][C:40](=[O:46])[O:41][C:42]([CH3:45])([CH3:44])[CH3:43])[C@@H:9]([O:31][Si:32]([C:35]([CH3:38])([CH3:37])[CH3:36])([CH3:34])[CH3:33])[CH2:10][C@@H:11]([NH:20][C:21]([O:23][CH2:24][C:25]1[CH:30]=[CH:29][CH:28]=[CH:27][CH:26]=1)=[O:22])[CH2:12][C:13]1[CH:18]=[CH:17][C:16]([C:54]2[CH:55]=[N:56][CH:57]=[CH:58][CH:59]=2)=[CH:15][CH:14]=1)[C:2]1[CH:7]=[CH:6][CH:5]=[CH:4][CH:3]=1. (4) Given the reactants Cl[C:2]([O:4][C:5]1[CH:10]=[CH:9][CH:8]=[CH:7][CH:6]=1)=[O:3].[CH2:11]([S:13]([CH2:16][C:17]1[CH:22]=[C:21]([N:23]2[CH2:28][CH2:27][O:26][CH2:25][C@@H:24]2[CH3:29])[N:20]=[C:19]([C:30]2[CH:36]=[CH:35][C:33]([NH2:34])=[CH:32][CH:31]=2)[N:18]=1)(=[O:15])=[O:14])[CH3:12].C(=O)(O)[O-].[Na+], predict the reaction product. The product is: [CH2:11]([S:13]([CH2:16][C:17]1[CH:22]=[C:21]([N:23]2[CH2:28][CH2:27][O:26][CH2:25][C@@H:24]2[CH3:29])[N:20]=[C:19]([C:30]2[CH:31]=[CH:32][C:33]([NH:34][C:2](=[O:3])[O:4][C:5]3[CH:10]=[CH:9][CH:8]=[CH:7][CH:6]=3)=[CH:35][CH:36]=2)[N:18]=1)(=[O:14])=[O:15])[CH3:12]. (5) Given the reactants [CH3:1][O:2][C:3](=[O:21])[C@@H:4]([NH:9][C:10](=[O:20])[C:11]1[CH:16]=[CH:15][C:14]([O:17][CH3:18])=[CH:13][C:12]=1[NH2:19])[CH2:5][CH2:6][CH2:7][CH3:8].Cl[C:23](OC(Cl)(Cl)Cl)=[O:24], predict the reaction product. The product is: [CH3:1][O:2][C:3](=[O:21])[C@@H:4]([N:9]1[C:10](=[O:20])[C:11]2[C:12](=[CH:13][C:14]([O:17][CH3:18])=[CH:15][CH:16]=2)[NH:19][C:23]1=[O:24])[CH2:5][CH2:6][CH2:7][CH3:8]. (6) Given the reactants N1CC[O:4]CC1.[Li]CCCC.CCCCCC.Br[C:19]1[C:26]([O:27][CH3:28])=[CH:25][C:24]([O:29][CH3:30])=[CH:23][C:20]=1[CH:21]=[O:22].[N+](C1C=CC=CC=1O)([O-])=O.Cl, predict the reaction product. The product is: [OH:4][C:19]1[C:26]([O:27][CH3:28])=[CH:25][C:24]([O:29][CH3:30])=[CH:23][C:20]=1[CH:21]=[O:22]. (7) Given the reactants [O:1]1[C:5]2[CH:6]=[CH:7][C:8]([CH2:10][N:11]3[CH2:15][CH2:14][CH:13]([CH2:16][NH:17][CH3:18])[CH2:12]3)=[CH:9][C:4]=2[O:3][CH2:2]1.Cl[C:20]1[S:24][N:23]=[C:22]([N:25]2[CH:29]=[CH:28][N:27]=[CH:26]2)[N:21]=1, predict the reaction product. The product is: [O:1]1[C:5]2[CH:6]=[CH:7][C:8]([CH2:10][N:11]3[CH2:15][CH2:14][CH:13]([CH2:16][N:17]([C:20]4[S:24][N:23]=[C:22]([N:25]5[CH:29]=[CH:28][N:27]=[CH:26]5)[N:21]=4)[CH3:18])[CH2:12]3)=[CH:9][C:4]=2[O:3][CH2:2]1.